Dataset: Forward reaction prediction with 1.9M reactions from USPTO patents (1976-2016). Task: Predict the product of the given reaction. (1) Given the reactants [C:1]([O:5][C:6]([N:8]1[CH2:13][CH2:12][N:11]([C:14](=[O:30])[C:15]2[CH:20]=[CH:19][C:18]([N:21]3[C@H:25]([CH2:26][OH:27])[CH2:24][O:23][C:22]3=[O:28])=[C:17]([F:29])[CH:16]=2)[CH2:10][CH2:9]1)=[O:7])([CH3:4])([CH3:3])[CH3:2].[H-].[Na+].[CH3:33]I, predict the reaction product. The product is: [C:1]([O:5][C:6]([N:8]1[CH2:9][CH2:10][N:11]([C:14](=[O:30])[C:15]2[CH:20]=[CH:19][C:18]([N:21]3[C@H:25]([CH2:26][O:27][CH3:33])[CH2:24][O:23][C:22]3=[O:28])=[C:17]([F:29])[CH:16]=2)[CH2:12][CH2:13]1)=[O:7])([CH3:4])([CH3:2])[CH3:3]. (2) Given the reactants [Br:1][C:2]1[CH:3]=[CH:4][C:5]2[S:9][CH:8]=[N:7][C:6]=2[CH:10]=1.I[C:12]1[C:13]([NH:26][C@@H:27]2[CH2:32][CH2:31][CH2:30][N:29]([C:33]([O:35][C:36]([CH3:39])([CH3:38])[CH3:37])=[O:34])[CH2:28]2)=[N:14][C:15]([N:20]2[CH2:25][CH2:24][O:23][CH2:22][CH2:21]2)=[N:16][C:17]=1[O:18][CH3:19].C(=O)([O-])[O-].[Cs+].[Cs+], predict the reaction product. The product is: [Br:1][C:2]1[CH:3]=[CH:4][C:5]2[S:9][C:8]([C:12]3[C:13]([NH:26][C@@H:27]4[CH2:32][CH2:31][CH2:30][N:29]([C:33]([O:35][C:36]([CH3:39])([CH3:38])[CH3:37])=[O:34])[CH2:28]4)=[N:14][C:15]([N:20]4[CH2:21][CH2:22][O:23][CH2:24][CH2:25]4)=[N:16][C:17]=3[O:18][CH3:19])=[N:7][C:6]=2[CH:10]=1.